Dataset: CYP3A4 inhibition data for predicting drug metabolism from PubChem BioAssay. Task: Regression/Classification. Given a drug SMILES string, predict its absorption, distribution, metabolism, or excretion properties. Task type varies by dataset: regression for continuous measurements (e.g., permeability, clearance, half-life) or binary classification for categorical outcomes (e.g., BBB penetration, CYP inhibition). Dataset: cyp3a4_veith. (1) The compound is Cc1noc(C)c1-c1nc(NC2CC2)c2ccccc2n1. The result is 1 (inhibitor). (2) The molecule is COc1ccc(NC(=O)N2CC3(CCN(C(=O)c4cnccn4)CC3)C2)cc1. The result is 0 (non-inhibitor). (3) The drug is CCOc1ccc(OCc2ccc(C(=O)NCc3cccnc3)o2)cc1. The result is 1 (inhibitor). (4) The compound is Cc1cc(C)n(CC(=O)N/N=C/c2ccc(C)o2)n1. The result is 0 (non-inhibitor). (5) The drug is O=C(CCCCCn1c(=S)[nH]c2ccccc2c1=O)NCc1ccc2c(c1)OCO2. The result is 1 (inhibitor). (6) The drug is COc1ccc(CNc2cc(-c3ccoc3)ncn2)c(OC)c1. The result is 1 (inhibitor). (7) The result is 1 (inhibitor). The compound is COC(=O)[C@@]1(Cc2ccc(F)cc2)[C@H]2c3cc(C(=O)N4CCCC4)n(Cc4ccccc4)c3C[C@H]2CN1C(=O)c1ccccc1. (8) The molecule is Cc1ccc(C2C(C=Nc3c(C)n(C)n(-c4ccccc4)c3=O)=C(c3ccccc3)Oc3ccccc32)cc1. The result is 0 (non-inhibitor). (9) The drug is O=C(c1ccco1)N1CCC[C@@]2(CCN(c3ccccc3)C2)C1. The result is 1 (inhibitor). (10) The molecule is CC(N)=O. The result is 0 (non-inhibitor).